Dataset: Reaction yield outcomes from USPTO patents with 853,638 reactions. Task: Predict the reaction yield, written as a fraction of the theoretical maximum amount of product (1.0 means a 100% yield; for example, 0.34 means a 34% yield). (1) The reactants are [O:1]1[C:5]2([CH2:10][CH2:9][C:8]([CH2:13][OH:14])([CH2:11][OH:12])[CH2:7][CH2:6]2)[O:4][CH2:3][CH2:2]1.[H-].[Na+].[S:17](Cl)([C:20]1[CH:26]=[CH:25][C:23]([CH3:24])=[CH:22][CH:21]=1)(=[O:19])=[O:18]. The catalyst is C1COCC1. The product is [CH3:24][C:23]1[CH:25]=[CH:26][C:20]([S:17]([O:14][CH2:13][C:8]2([CH2:11][OH:12])[CH2:7][CH2:6][C:5]3([O:4][CH2:3][CH2:2][O:1]3)[CH2:10][CH2:9]2)(=[O:19])=[O:18])=[CH:21][CH:22]=1. The yield is 0.600. (2) The reactants are [CH3:1][CH:2]([CH3:35])[CH2:3][CH2:4][N:5]1[CH2:10][CH2:9][CH:8]([N:11]([CH2:25][C:26]2[CH:34]=[CH:33][C:29]([C:30]([NH2:32])=O)=[CH:28][CH:27]=2)[C:12](=[O:24])[C:13]2[CH:18]=[CH:17][C:16]([CH2:19][CH2:20][CH2:21][CH2:22][CH3:23])=[CH:15][CH:14]=2)[CH2:7][CH2:6]1.COC1C=CC(P2(SP(C3C=CC(OC)=CC=3)(=S)S2)=[S:45])=CC=1. The catalyst is C1COCC1. The product is [CH3:1][CH:2]([CH3:35])[CH2:3][CH2:4][N:5]1[CH2:10][CH2:9][CH:8]([N:11]([CH2:25][C:26]2[CH:34]=[CH:33][C:29]([C:30](=[S:45])[NH2:32])=[CH:28][CH:27]=2)[C:12](=[O:24])[C:13]2[CH:18]=[CH:17][C:16]([CH2:19][CH2:20][CH2:21][CH2:22][CH3:23])=[CH:15][CH:14]=2)[CH2:7][CH2:6]1. The yield is 0.490. (3) The reactants are [OH:1][C:2]1[CH:10]=[C:9]([NH:11][S:12]([C:15]2[C:19]([Cl:20])=[C:18]([Cl:21])[S:17][C:16]=2[Cl:22])(=[O:14])=[O:13])[CH:8]=[CH:7][C:3]=1[C:4]([OH:6])=[O:5].[CH3:23][N:24]1[CH2:29][CH2:28][CH:27](O)[CH2:26][CH2:25]1. No catalyst specified. The product is [OH:1][C:2]1[CH:10]=[C:9]([NH:11][S:12]([C:15]2[C:19]([Cl:20])=[C:18]([Cl:21])[S:17][C:16]=2[Cl:22])(=[O:14])=[O:13])[CH:8]=[CH:7][C:3]=1[C:4]([O:6][CH:27]1[CH2:28][CH2:29][N:24]([CH3:23])[CH2:25][CH2:26]1)=[O:5]. The yield is 0.150. (4) The reactants are [OH-].[Na+].C([O:5][C:6](=[O:22])[C:7]([NH:9][C:10]1[CH:15]=[CH:14][C:13]([C:16]2[CH:21]=[CH:20][CH:19]=[CH:18][CH:17]=2)=[CH:12][CH:11]=1)=[O:8])C.Cl. The catalyst is O.C1COCC1. The product is [C:13]1([C:16]2[CH:17]=[CH:18][CH:19]=[CH:20][CH:21]=2)[CH:14]=[CH:15][C:10]([NH:9][C:7](=[O:8])[C:6]([OH:22])=[O:5])=[CH:11][CH:12]=1. The yield is 0.934. (5) The reactants are O=[C:2]1[CH2:5][CH:4]([C:6]([OH:8])=[O:7])[CH2:3]1.C1(P(=[CH:28][C:29]([O:31][C:32]([CH3:35])([CH3:34])[CH3:33])=[O:30])(C2C=CC=CC=2)C2C=CC=CC=2)C=CC=CC=1. The catalyst is C1(C)C=CC=CC=1. The product is [C:32]([O:31][C:29](=[O:30])[CH:28]=[C:2]1[CH2:5][CH:4]([C:6]([OH:8])=[O:7])[CH2:3]1)([CH3:35])([CH3:34])[CH3:33]. The yield is 0.890. (6) The reactants are [C:1]1(B(O)O)[C:14]2[C:15]3=[C:16]4[C:11](=[CH:12][CH:13]=2)[CH:10]=[CH:9][CH:8]=[C:7]4[CH:6]=[CH:5][C:4]3=[CH:3][CH:2]=1.Br[C:21]1[CH:22]=[C:23]([C:28]2[N:33]=[C:32]([C:34]3[CH:39]=[CH:38][C:37]([CH3:40])=[CH:36][CH:35]=3)[N:31]=[C:30]([C:41]3[CH:46]=[CH:45][C:44]([CH3:47])=[CH:43][CH:42]=3)[N:29]=2)[CH:24]=[C:25](Br)[CH:26]=1.[OH-].[Na+]. The catalyst is O1CCCC1.Cl[Pd](Cl)([P](C1C=CC=CC=1)(C1C=CC=CC=1)C1C=CC=CC=1)[P](C1C=CC=CC=1)(C1C=CC=CC=1)C1C=CC=CC=1. The product is [C:1]1([C:21]2[CH:22]=[C:23]([C:28]3[N:33]=[C:32]([C:34]4[CH:39]=[CH:38][C:37]([CH3:40])=[CH:36][CH:35]=4)[N:31]=[C:30]([C:41]4[CH:46]=[CH:45][C:44]([CH3:47])=[CH:43][CH:42]=4)[N:29]=3)[CH:24]=[C:25]([C:8]3[C:7]4[C:16]5=[C:15]6[C:4](=[CH:5][CH:6]=4)[CH:3]=[CH:2][CH:1]=[C:14]6[CH:13]=[CH:12][C:11]5=[CH:10][CH:9]=3)[CH:26]=2)[C:14]2[C:15]3=[C:16]4[C:11](=[CH:12][CH:13]=2)[CH:10]=[CH:9][CH:8]=[C:7]4[CH:6]=[CH:5][C:4]3=[CH:3][CH:2]=1. The yield is 0.510. (7) The reactants are [CH:1]1[N:5]2[C:6]3[C:11]([NH:12][CH2:13][C:4]2=[CH:3][CH:2]=1)=[CH:10][CH:9]=[CH:8][CH:7]=3.C(N(C(C)C)C(C)C)C.[Cl:23][C:24]1[CH:48]=[CH:47][C:46]([Cl:49])=[CH:45][C:25]=1[O:26][C:27]1[C:32]([C:33](N2C3C(=CC=CC=3)NCC2)=[O:34])=[CH:31][CH:30]=[CH:29][N:28]=1. The catalyst is C(O)C.[Pd]. The product is [Cl:23][C:24]1[CH:48]=[CH:47][C:46]([Cl:49])=[CH:45][C:25]=1[O:26][C:27]1[C:32]([C:33]([N:12]2[C:11]3[C:6](=[CH:7][CH:8]=[CH:9][CH:10]=3)[N:5]3[CH2:1][CH2:2][CH2:3][CH:4]3[CH2:13]2)=[O:34])=[CH:31][CH:30]=[CH:29][N:28]=1. The yield is 0.320. (8) The reactants are [Cl:1][C:2]1[C:7]([Cl:8])=[CH:6][C:5]([C:9]2([CH2:24]O)[C:17]3[C:12](=[CH:13][CH:14]=[CH:15][CH:16]=3)[N:11]([CH2:18][CH2:19][CH2:20][CH2:21][CH3:22])[C:10]2=[O:23])=[C:4]([OH:26])[CH:3]=1.C1(CCN2C3C(=CC=CC=3)C(C3C(O)=CC4OCOC=4C=3)(CO)C2=O)CC1. No catalyst specified. The product is [Cl:8][C:7]1[C:2]([Cl:1])=[CH:3][C:4]2[O:26][CH2:24][C:9]3([C:17]4[C:12](=[CH:13][CH:14]=[CH:15][CH:16]=4)[N:11]([CH2:18][CH2:19][CH2:20][CH2:21][CH3:22])[C:10]3=[O:23])[C:5]=2[CH:6]=1. The yield is 0.430.